This data is from Forward reaction prediction with 1.9M reactions from USPTO patents (1976-2016). The task is: Predict the product of the given reaction. Given the reactants [C:1]1([NH:7][C:8]2[C:17]3[C:12](=[CH:13][CH:14]=[C:15]([N+:18]([O-])=O)[CH:16]=3)[N:11]=[CH:10][N:9]=2)[CH:6]=[CH:5][CH:4]=[CH:3][CH:2]=1.C(O)(C)C.O.NN, predict the reaction product. The product is: [C:1]1([NH:7][C:8]2[C:17]3[C:12](=[CH:13][CH:14]=[C:15]([NH2:18])[CH:16]=3)[N:11]=[CH:10][N:9]=2)[CH:2]=[CH:3][CH:4]=[CH:5][CH:6]=1.